From a dataset of Full USPTO retrosynthesis dataset with 1.9M reactions from patents (1976-2016). Predict the reactants needed to synthesize the given product. (1) Given the product [N:1]1([CH:7]2[CH2:12][CH2:11][N:10]([C:13](=[O:54])[CH:14]([NH:34][C:35]([N:37]3[CH2:42][CH2:41][CH:40]([N:43]4[CH2:52][C:51]5[C:46](=[CH:47][CH:48]=[CH:49][CH:50]=5)[NH:45][C:44]4=[O:53])[CH2:39][CH2:38]3)=[O:36])[CH2:15][C:16]3[CH:17]=[C:18]4[C:22](=[CH:23][CH:24]=3)[NH:21][CH:20]=[CH:19]4)[CH2:9][CH2:8]2)[CH2:2][CH2:3][CH2:4][CH2:5][CH2:6]1, predict the reactants needed to synthesize it. The reactants are: [N:1]1([CH:7]2[CH2:12][CH2:11][N:10]([C:13](=[O:54])[CH:14]([NH:34][C:35]([N:37]3[CH2:42][CH2:41][CH:40]([N:43]4[CH2:52][C:51]5[C:46](=[CH:47][CH:48]=[CH:49][CH:50]=5)[NH:45][C:44]4=[O:53])[CH2:39][CH2:38]3)=[O:36])[CH2:15][C:16]3[CH:17]=[C:18]4[C:22](=[CH:23][CH:24]=3)[N:21](S(CC[Si](C)(C)C)(=O)=O)[CH:20]=[CH:19]4)[CH2:9][CH2:8]2)[CH2:6][CH2:5][CH2:4][CH2:3][CH2:2]1.[F-].[Cs+]. (2) Given the product [NH2:3][C:6]1[CH:14]=[CH:13][CH:12]=[C:11]([CH:15]([OH:17])[CH3:16])[C:7]=1[C:8]([OH:10])=[O:9], predict the reactants needed to synthesize it. The reactants are: [OH-].[Na+].[N+:3]([C:6]1[CH:14]=[CH:13][CH:12]=[C:11]([CH:15]([OH:17])[CH3:16])[C:7]=1[C:8]([OH:10])=[O:9])([O-])=O.O.NN. (3) The reactants are: [CH:1]([C:3]1[CH:11]=[CH:10][C:6]2=[N:7][O:8][N:9]=[C:5]2[CH:4]=1)=[CH2:2].C1C=C(Cl)C=C(C(OO)=[O:20])C=1. Given the product [O:20]1[CH2:2][CH:1]1[C:3]1[CH:11]=[CH:10][C:6]2=[N:7][O:8][N:9]=[C:5]2[CH:4]=1, predict the reactants needed to synthesize it. (4) Given the product [CH3:13][C:14]1[CH:19]=[CH:18][C:17]([CH3:20])=[CH:16][C:15]=1[S:21][C:2]1[CH:9]=[CH:8][C:5]([C:6]#[N:7])=[CH:4][C:3]=1[N+:10]([O-:12])=[O:11], predict the reactants needed to synthesize it. The reactants are: Cl[C:2]1[CH:9]=[CH:8][C:5]([C:6]#[N:7])=[CH:4][C:3]=1[N+:10]([O-:12])=[O:11].[CH3:13][C:14]1[CH:19]=[CH:18][C:17]([CH3:20])=[CH:16][C:15]=1[SH:21].C([O-])([O-])=O.[K+].[K+].CCOC(C)=O. (5) Given the product [C:18]([O:22][C:23]([N:1]1[C:9]2[C:4](=[CH:5][CH:6]=[C:7]([CH:10]=[O:11])[CH:8]=2)[CH:3]=[CH:2]1)=[O:24])([CH3:21])([CH3:20])[CH3:19], predict the reactants needed to synthesize it. The reactants are: [NH:1]1[C:9]2[C:4](=[CH:5][CH:6]=[C:7]([CH:10]=[O:11])[CH:8]=2)[CH:3]=[CH:2]1.C(=O)([O-])[O-].[K+].[K+].[C:18]([O:22][C:23](O[C:23]([O:22][C:18]([CH3:21])([CH3:20])[CH3:19])=[O:24])=[O:24])([CH3:21])([CH3:20])[CH3:19].O1CCCC1. (6) Given the product [CH2:1]([O:8][C:9]1[C:10]([CH2:24][CH3:25])=[C:11]([C:12]([CH2:15][CH3:16])=[CH:13][CH:14]=1)[CH2:17][C:19]1[NH:20][CH:21]=[CH:22][N:23]=1)[C:2]1[CH:3]=[CH:4][CH:5]=[CH:6][CH:7]=1, predict the reactants needed to synthesize it. The reactants are: [CH2:1]([O:8][C:9]1[C:10]([CH2:24][CH3:25])=[C:11]([CH:17]([C:19]2[NH:20][CH:21]=[CH:22][N:23]=2)O)[C:12]([CH2:15][CH3:16])=[CH:13][CH:14]=1)[C:2]1[CH:7]=[CH:6][CH:5]=[CH:4][CH:3]=1.C([SiH](CC)CC)C.FC(F)(F)C(O)=O. (7) Given the product [CH3:20][O:21][C:22]1[CH:23]=[C:24]([CH:25]=[CH:26][CH:27]=1)[NH:28][C:2]1[C:7]([Cl:8])=[C:6]([CH3:9])[N:5]=[C:4]([C:10]2[CH:15]=[CH:14][C:13]([C:16]([F:19])([F:18])[F:17])=[CH:12][N:11]=2)[N:3]=1, predict the reactants needed to synthesize it. The reactants are: Cl[C:2]1[C:7]([Cl:8])=[C:6]([CH3:9])[N:5]=[C:4]([C:10]2[CH:15]=[CH:14][C:13]([C:16]([F:19])([F:18])[F:17])=[CH:12][N:11]=2)[N:3]=1.[CH3:20][O:21][C:22]1[CH:27]=[CH:26][CH:25]=[C:24]([NH2:28])[CH:23]=1.